From a dataset of CYP2C9 inhibition data for predicting drug metabolism from PubChem BioAssay. Regression/Classification. Given a drug SMILES string, predict its absorption, distribution, metabolism, or excretion properties. Task type varies by dataset: regression for continuous measurements (e.g., permeability, clearance, half-life) or binary classification for categorical outcomes (e.g., BBB penetration, CYP inhibition). Dataset: cyp2c9_veith. The compound is Cc1cc(C)n(CC(=O)N/N=C/c2ccc(C)o2)n1. The result is 0 (non-inhibitor).